This data is from Forward reaction prediction with 1.9M reactions from USPTO patents (1976-2016). The task is: Predict the product of the given reaction. (1) The product is: [CH3:24][CH:23]([O:25][C:26]1[N:31]=[CH:30][C:29]([C:32]2[O:34][N:56]=[C:39]([C:40]3[CH:41]=[CH:42][CH:43]=[C:44]4[C:48]=3[NH:47][CH:46]=[C:45]4[CH2:49][CH2:50][C:51]([O:53][CH2:54][CH3:55])=[O:52])[N:38]=2)=[CH:28][C:27]=1[O:35][CH3:36])[CH3:22]. Given the reactants CCN=C=NCCCN(C)C.C1C=CC2N(O)N=NC=2C=1.[CH3:22][CH:23]([O:25][C:26]1[N:31]=[CH:30][C:29]([C:32]([OH:34])=O)=[CH:28][C:27]=1[O:35][CH3:36])[CH3:24].O[NH:38]/[C:39](=[N:56]\[H])/[C:40]1[CH:41]=[CH:42][CH:43]=[C:44]2[C:48]=1[NH:47][CH:46]=[C:45]2[CH2:49][CH2:50][C:51]([O:53][CH2:54][CH3:55])=[O:52].CCCC[N+](CCCC)(CCCC)CCCC.[F-], predict the reaction product. (2) Given the reactants C[O:2][C:3](=[O:29])[CH2:4][C:5]1[C:9]2[C:10]([CH3:28])=[CH:11][C:12]([O:15][CH2:16][C:17]3[C:18]([CH3:27])=[N:19][C:20]([C:23]([F:26])([F:25])[F:24])=[CH:21][CH:22]=3)=[C:13]([F:14])[C:8]=2[S:7][CH:6]=1.C1COCC1.[OH-].[Na+].Cl, predict the reaction product. The product is: [F:14][C:13]1[C:8]2[S:7][CH:6]=[C:5]([CH2:4][C:3]([OH:29])=[O:2])[C:9]=2[C:10]([CH3:28])=[CH:11][C:12]=1[O:15][CH2:16][C:17]1[C:18]([CH3:27])=[N:19][C:20]([C:23]([F:26])([F:24])[F:25])=[CH:21][CH:22]=1.